Dataset: Full USPTO retrosynthesis dataset with 1.9M reactions from patents (1976-2016). Task: Predict the reactants needed to synthesize the given product. (1) Given the product [OH:15][CH2:14][C@@H:13]([NH:12][C:11]([C:9]1[CH:10]=[C:5]([C:3]([OH:4])=[O:2])[CH:6]=[C:7]([C:18]2[CH:23]=[CH:22][C:21]([CH3:24])=[CH:20][CH:19]=2)[CH:8]=1)=[O:17])[CH3:16], predict the reactants needed to synthesize it. The reactants are: C[O:2][C:3]([C:5]1[CH:6]=[C:7]([C:18]2[CH:23]=[CH:22][C:21]([CH3:24])=[CH:20][CH:19]=2)[CH:8]=[C:9]([C:11](=[O:17])[NH:12][C@@H:13]([CH3:16])[CH2:14][OH:15])[CH:10]=1)=[O:4].[OH-].[Li+].C1COCC1.Cl. (2) The reactants are: [CH:1]1([CH2:4][N:5]2[CH2:10][CH2:9][NH:8][CH2:7][CH2:6]2)[CH2:3][CH2:2]1.Cl[C:12]1[N:13]=[N:14][C:15]([C:18]2[CH:23]=[CH:22][C:21]([C:24]([F:27])([F:26])[F:25])=[CH:20][CH:19]=2)=[CH:16][CH:17]=1. Given the product [CH:1]1([CH2:4][N:5]2[CH2:10][CH2:9][N:8]([C:12]3[N:13]=[N:14][C:15]([C:18]4[CH:19]=[CH:20][C:21]([C:24]([F:25])([F:27])[F:26])=[CH:22][CH:23]=4)=[CH:16][CH:17]=3)[CH2:7][CH2:6]2)[CH2:3][CH2:2]1, predict the reactants needed to synthesize it. (3) Given the product [Br:14][C:15]1[CH:16]=[CH:17][C:18]([C:21]23[O:28][C:5]([CH2:4][C:6]([O:8][CH3:29])=[O:7])([CH2:25][CH2:26]2)[CH2:23][CH2:22]3)=[CH:19][CH:20]=1.[Br:14][C:15]1[CH:20]=[CH:19][C:18]([C:21]2([OH:28])[CH2:26][CH2:25][C:24](=[CH:4][C:6]([O:8][CH3:29])=[O:7])[CH2:23][CH2:22]2)=[CH:17][CH:16]=1, predict the reactants needed to synthesize it. The reactants are: [H-].[Na+].C[C:4](P(OC)(O)=O)([C:6]([O-:8])=[O:7])[CH3:5].[Br:14][C:15]1[CH:20]=[CH:19][C:18]([C:21]2([OH:28])[CH2:26][CH2:25][C:24](=O)[CH2:23][CH2:22]2)=[CH:17][CH:16]=1.[CH3:29]O. (4) Given the product [C:1]([O:5][C:6](=[O:28])[N:7]([CH:8]([CH2:18][O:19][CH2:20][CH:21]1[CH2:25][O:24][C:23]([CH3:27])([CH3:26])[O:22]1)[CH2:9][O:10][CH2:11][C:12]1[CH:13]=[CH:14][CH:15]=[CH:16][CH:17]=1)[CH3:31])([CH3:4])([CH3:2])[CH3:3], predict the reactants needed to synthesize it. The reactants are: [C:1]([O:5][C:6](=[O:28])[NH:7][CH:8]([CH2:18][O:19][CH2:20][CH:21]1[CH2:25][O:24][C:23]([CH3:27])([CH3:26])[O:22]1)[CH2:9][O:10][CH2:11][C:12]1[CH:17]=[CH:16][CH:15]=[CH:14][CH:13]=1)([CH3:4])([CH3:3])[CH3:2].[H-].[Na+].[CH3:31]I. (5) Given the product [CH3:13][C:10]1[C:9]([NH:14][C:15](=[O:24])[CH2:16][CH2:17][C:18]2[CH:23]=[CH:22][CH:21]=[CH:20][CH:19]=2)=[C:8]([C:5]2[CH:6]=[CH:7][C:2]([C:32]3[CH:31]=[CH:30][CH:29]=[C:28]([C:25]([OH:27])=[O:26])[CH:33]=3)=[CH:3][CH:4]=2)[O:12][N:11]=1, predict the reactants needed to synthesize it. The reactants are: Br[C:2]1[CH:7]=[CH:6][C:5]([C:8]2[O:12][N:11]=[C:10]([CH3:13])[C:9]=2[NH:14][C:15](=[O:24])[CH2:16][CH2:17][C:18]2[CH:23]=[CH:22][CH:21]=[CH:20][CH:19]=2)=[CH:4][CH:3]=1.[C:25]([C:28]1[CH:29]=[C:30](B(O)O)[CH:31]=[CH:32][CH:33]=1)([OH:27])=[O:26]. (6) The reactants are: C(OC([N:8]1[CH2:13][C@H:12]([CH2:14][N:15]2[CH2:20][CH2:19][O:18][CH2:17][C@H:16]2[CH3:21])[N:11]([CH2:22][C:23]([N:25]2[C:33]3[C:28](=[N:29][CH:30]=[C:31]([CH2:34][C:35]4[CH:40]=[CH:39][CH:38]=[CH:37][C:36]=4[F:41])[CH:32]=3)[C:27]([CH3:43])([CH3:42])[CH2:26]2)=[O:24])[CH2:10][C@H:9]1[CH3:44])=O)(C)(C)C.[ClH:45]. Given the product [ClH:45].[ClH:45].[F:41][C:36]1[CH:37]=[CH:38][CH:39]=[CH:40][C:35]=1[CH2:34][C:31]1[CH:32]=[C:33]2[N:25]([C:23](=[O:24])[CH2:22][N:11]3[CH2:10][C@@H:9]([CH3:44])[NH:8][CH2:13][C@@H:12]3[CH2:14][N:15]3[CH2:20][CH2:19][O:18][CH2:17][C@H:16]3[CH3:21])[CH2:26][C:27]([CH3:42])([CH3:43])[C:28]2=[N:29][CH:30]=1, predict the reactants needed to synthesize it. (7) Given the product [CH2:1]([C@H:8]1[CH2:12][O:11][C:10](=[O:13])[N:9]1[C:14](=[O:44])[C@@H:15]([O:43][CH3:45])[CH2:16][C@@H:17]1[CH2:22][CH2:21][C@@H:20]([O:23][CH2:24][C:25]2[CH:30]=[CH:29][C:28]([O:31][CH3:32])=[CH:27][CH:26]=2)[CH2:19][N:18]1[S:33]([C:36]1[CH:37]=[CH:38][C:39]([CH3:42])=[CH:40][CH:41]=1)(=[O:34])=[O:35])[C:2]1[CH:3]=[CH:4][CH:5]=[CH:6][CH:7]=1, predict the reactants needed to synthesize it. The reactants are: [CH2:1]([C@H:8]1[CH2:12][O:11][C:10](=[O:13])[N:9]1[C:14](=[O:44])[C@@H:15]([OH:43])[CH2:16][C@@H:17]1[CH2:22][CH2:21][C@@H:20]([O:23][CH2:24][C:25]2[CH:30]=[CH:29][C:28]([O:31][CH3:32])=[CH:27][CH:26]=2)[CH2:19][N:18]1[S:33]([C:36]1[CH:41]=[CH:40][C:39]([CH3:42])=[CH:38][CH:37]=1)(=[O:35])=[O:34])[C:2]1[CH:7]=[CH:6][CH:5]=[CH:4][CH:3]=1.[CH3:45]N(C)C1C2C(=CC=CC=2N(C)C)C=CC=1.F[B-](F)(F)F.C[O+](C)C. (8) The reactants are: Cl.[NH:2]1[CH2:5][CH:4]([C:6]#[N:7])[CH2:3]1.C(N(CC)CC)C.[Cl:15][C:16]1[CH:17]=[C:18]([CH:21]=[CH:22][C:23]=1[Cl:24])[CH2:19]Br. Given the product [Cl:15][C:16]1[CH:17]=[C:18]([CH:21]=[CH:22][C:23]=1[Cl:24])[CH2:19][N:2]1[CH2:5][CH:4]([C:6]#[N:7])[CH2:3]1, predict the reactants needed to synthesize it. (9) Given the product [F:1][C:2]1[CH:8]=[CH:7][C:5]([NH:6][C:20](=[O:21])[C:19]2[CH:18]=[CH:17][C:16]([N:13]3[CH2:12][CH2:11][N:10]([CH3:9])[CH2:15][CH2:14]3)=[CH:24][CH:23]=2)=[CH:4][CH:3]=1, predict the reactants needed to synthesize it. The reactants are: [F:1][C:2]1[CH:8]=[CH:7][C:5]([NH2:6])=[CH:4][CH:3]=1.[CH3:9][N:10]1[CH2:15][CH2:14][N:13]([C:16]2[CH:24]=[CH:23][C:19]([C:20](Cl)=[O:21])=[CH:18][CH:17]=2)[CH2:12][CH2:11]1.C(N(CC)CC)C. (10) Given the product [I:23][C:20]1[CH:19]=[CH:18][C:17]([S:14]([N:11]2[CH:12]=[CH:13][C:9](/[CH:8]=[CH:7]/[C:6]([OH:24])=[O:5])=[CH:10]2)(=[O:16])=[O:15])=[CH:22][CH:21]=1, predict the reactants needed to synthesize it. The reactants are: C([O:5][C:6](=[O:24])/[CH:7]=[CH:8]/[C:9]1[CH:13]=[CH:12][N:11]([S:14]([C:17]2[CH:22]=[CH:21][C:20]([I:23])=[CH:19][CH:18]=2)(=[O:16])=[O:15])[CH:10]=1)(C)(C)C.